From a dataset of Peptide-MHC class I binding affinity with 185,985 pairs from IEDB/IMGT. Regression. Given a peptide amino acid sequence and an MHC pseudo amino acid sequence, predict their binding affinity value. This is MHC class I binding data. (1) The peptide sequence is GPSVASRAL. The MHC is HLA-A11:01 with pseudo-sequence HLA-A11:01. The binding affinity (normalized) is 0.213. (2) The binding affinity (normalized) is 0.819. The peptide sequence is IMGSNNISI. The MHC is H-2-Db with pseudo-sequence H-2-Db. (3) The peptide sequence is LVNTYQWI. The MHC is H-2-Kb with pseudo-sequence H-2-Kb. The binding affinity (normalized) is 0.0735.